This data is from Forward reaction prediction with 1.9M reactions from USPTO patents (1976-2016). The task is: Predict the product of the given reaction. (1) Given the reactants [CH3:1][S:2][CH2:3][C:4]1[CH:5]=[CH:6][CH:7]=[C:8]2[C:12]=1[NH:11][CH:10]=[CH:9]2.[CH:13]1([CH:16]([C:18]2[CH:23]=[CH:22][C:21]([F:24])=[CH:20][C:19]=2[F:25])O)[CH2:15][CH2:14]1.ClC1C=CC(C(C2CC2)C2C3C(=C(CSC)C=CC=3)NC=2)=CC=1, predict the reaction product. The product is: [CH:13]1([CH:16]([C:18]2[CH:23]=[CH:22][C:21]([F:24])=[CH:20][C:19]=2[F:25])[C:9]2[C:8]3[C:12](=[C:4]([CH2:3][S:2][CH3:1])[CH:5]=[CH:6][CH:7]=3)[NH:11][CH:10]=2)[CH2:14][CH2:15]1. (2) Given the reactants [F:1][C:2]([C:5]1[N:6]=[C:7]([C:10]2[CH:15]=[CH:14][CH:13]=[CH:12][C:11]=2[NH:16][C:17]([O:19][CH2:20][CH:21]2[CH2:26][CH2:25][N:24](C(OC(C)(C)C)=O)[CH2:23][CH2:22]2)=[O:18])[S:8][CH:9]=1)([F:4])[CH3:3], predict the reaction product. The product is: [F:4][C:2]([C:5]1[N:6]=[C:7]([C:10]2[CH:15]=[CH:14][CH:13]=[CH:12][C:11]=2[NH:16][C:17](=[O:18])[O:19][CH2:20][CH:21]2[CH2:26][CH2:25][NH:24][CH2:23][CH2:22]2)[S:8][CH:9]=1)([F:1])[CH3:3]. (3) The product is: [C:2]([C:4]1[CH:5]=[C:6]2[C:10](=[CH:11][CH:12]=1)[NH:9][CH:8]=[C:7]2[CH2:13][CH2:14][CH2:15][CH2:16][N:17]1[CH2:22][CH2:21][N:20]([C:23]2[CH:24]=[CH:25][C:26]3[O:30][C:29]([C:31]([NH2:39])=[O:33])=[CH:28][C:27]=3[CH:36]=2)[CH2:19][CH2:18]1)#[N:3]. Given the reactants Cl.[C:2]([C:4]1[CH:5]=[C:6]2[C:10](=[CH:11][CH:12]=1)[NH:9][CH:8]=[C:7]2[CH2:13][CH2:14][CH2:15][CH2:16][N:17]1[CH2:22][CH2:21][N:20]([C:23]2[CH:24]=[CH:25][C:26]3[O:30][C:29]([C:31]([O:33]CC)=O)=[CH:28][C:27]=3[CH:36]=2)[CH2:19][CH2:18]1)#[N:3].C([NH2:39])=O.CC[O-].[Na+].O, predict the reaction product. (4) Given the reactants [NH2:1][C:2]1[CH:9]=[CH:8][C:5]([C:6]#[N:7])=[CH:4][CH:3]=1.C[Si]([C:14]#[N:15])(C)C.[F:16][C:17]1[C:24]([O:25][Si:26]([CH:33]([CH3:35])[CH3:34])([CH:30]([CH3:32])[CH3:31])[CH:27]([CH3:29])[CH3:28])=[CH:23][C:22]([O:36][CH3:37])=[CH:21][C:18]=1[CH:19]=O, predict the reaction product. The product is: [C:14]([CH:19]([NH:1][C:2]1[CH:9]=[CH:8][C:5]([C:6]#[N:7])=[CH:4][CH:3]=1)[C:18]1[CH:21]=[C:22]([O:36][CH3:37])[CH:23]=[C:24]([O:25][Si:26]([CH:27]([CH3:28])[CH3:29])([CH:33]([CH3:34])[CH3:35])[CH:30]([CH3:31])[CH3:32])[C:17]=1[F:16])#[N:15].